From a dataset of Full USPTO retrosynthesis dataset with 1.9M reactions from patents (1976-2016). Predict the reactants needed to synthesize the given product. (1) Given the product [NH2:21][C:2]1[C:7]2[N:8]=[CH:9][C:10]3[N:11]([CH2:12][N:13]([O:15][CH3:16])[CH:14]=3)[C:6]=2[N:5]([CH2:17][CH2:18][CH3:19])[CH2:4][C:3]=1[CH3:20], predict the reactants needed to synthesize it. The reactants are: Cl[C:2]1[C:7]2[N:8]=[CH:9][C:10]3[N:11]([CH2:12][N:13]([O:15][CH3:16])[CH:14]=3)[C:6]=2[N:5]([CH2:17][CH2:18][CH3:19])[CH2:4][C:3]=1[CH3:20].[NH3:21]. (2) Given the product [CH3:18][C@@:7]1([C:4]2[S:5][CH:6]=[C:2]([C:25]3[CH:24]=[CH:23][CH:22]=[C:21]([C:20]([F:31])([F:30])[F:19])[CH:26]=3)[CH:3]=2)[CH2:12][C@@H:11]([C:13]([F:16])([F:15])[F:14])[O:10][C:9]([NH2:17])=[N:8]1, predict the reactants needed to synthesize it. The reactants are: Br[C:2]1[CH:3]=[C:4]([C@:7]2([CH3:18])[CH2:12][C@@H:11]([C:13]([F:16])([F:15])[F:14])[O:10][C:9]([NH2:17])=[N:8]2)[S:5][CH:6]=1.[F:19][C:20]([F:31])([F:30])[C:21]1[CH:22]=[C:23](B(O)O)[CH:24]=[CH:25][CH:26]=1. (3) Given the product [NH2:11][C:10]1[N:19]([CH2:18][CH2:17][OH:16])[N:20]=[C:1]([C:2]2[CH:7]=[CH:6][CH:5]=[CH:4][CH:3]=2)[CH:9]=1, predict the reactants needed to synthesize it. The reactants are: [C:1]([CH2:9][C:10]#[N:11])(=O)[C:2]1[CH:7]=[CH:6][CH:5]=[CH:4][CH:3]=1.C(O)(=O)C.[OH:16][CH2:17][CH2:18][NH:19][NH2:20]. (4) Given the product [F:30][C:31]1[CH:37]=[CH:36][C:34]([NH:35][C:14](=[O:15])[C:13]2[CH:17]=[CH:18][C:10]([S:9][C:6]3[CH:7]=[CH:8][C:3]([O:2][CH3:1])=[CH:4][CH:5]=3)=[C:11]([NH:19][C:20]3[C:21]4[CH:29]=[CH:28][CH:27]=[N:26][C:22]=4[N:23]=[CH:24][N:25]=3)[CH:12]=2)=[CH:33][C:32]=1[CH3:38], predict the reactants needed to synthesize it. The reactants are: [CH3:1][O:2][C:3]1[CH:8]=[CH:7][C:6]([S:9][C:10]2[CH:18]=[CH:17][C:13]([C:14](Cl)=[O:15])=[CH:12][C:11]=2[NH:19][C:20]2[C:21]3[CH:29]=[CH:28][CH:27]=[N:26][C:22]=3[N:23]=[CH:24][N:25]=2)=[CH:5][CH:4]=1.[F:30][C:31]1[CH:37]=[CH:36][C:34]([NH2:35])=[CH:33][C:32]=1[CH3:38].FC(F)(F)C1C=C(C=CC=1)N. (5) Given the product [CH3:23][C:24]1[C:25]2[N:26]([CH:30]=[C:31]([C:33]([NH:14][C:18]3[CH:17]=[CH:22][CH:21]=[CH:20][CH:19]=3)=[O:34])[N:32]=2)[CH:27]=[CH:28][CH:29]=1, predict the reactants needed to synthesize it. The reactants are: Cl.CN(C)CCCN=C=NCC.O[N:14]1[C:18]2[CH:19]=[CH:20][CH:21]=[CH:22][C:17]=2N=N1.[CH3:23][C:24]1[C:25]2[N:26]([CH:30]=[C:31]([C:33](O)=[O:34])[N:32]=2)[CH:27]=[CH:28][CH:29]=1.NC1C=CC=CC=1. (6) The reactants are: Cl[C:2]1[C:3]2[N:10]=[CH:9][S:8][C:4]=2[N:5]=[CH:6][N:7]=1.[NH2:11][C:12]1[C:21]([O:22][CH3:23])=[CH:20][C:15]2[NH:16][C:17](=[O:19])[S:18][C:14]=2[CH:13]=1. Given the product [CH3:23][O:22][C:21]1[C:12]([NH:11][C:2]2[C:3]3[N:10]=[CH:9][S:8][C:4]=3[N:5]=[CH:6][N:7]=2)=[CH:13][C:14]2[S:18][C:17](=[O:19])[NH:16][C:15]=2[CH:20]=1, predict the reactants needed to synthesize it. (7) Given the product [Br:1][C:2]1[CH:3]=[CH:4][CH:5]=[C:6]2[C:11]=1[N:10]=[C:9]([CH2:12][NH:15][CH3:14])[CH:8]=[CH:7]2, predict the reactants needed to synthesize it. The reactants are: [Br:1][C:2]1[CH:3]=[CH:4][CH:5]=[C:6]2[C:11]=1[N:10]=[C:9]([CH2:12]Br)[CH:8]=[CH:7]2.[CH3:14][NH2:15]. (8) Given the product [CH:7]1[CH:5]=[C:3]([CH:2]=[O:1])[O:10][C:9]=1[CH2:11][OH:12], predict the reactants needed to synthesize it. The reactants are: [OH:1][CH2:2][C:3]([C@H:5]([C@@H:7]([C@@H:9]([CH2:11][OH:12])[OH:10])O)O)=O.C(O)C.C(O)CC.C(O)CCC. (9) Given the product [Cl:1][C:2]1[CH:3]([OH:16])[N:4]([C:9]2[CH:13]=[C:12]([CH:17]=[C:18]([CH3:29])[CH3:22])[N:11]([CH3:15])[N:10]=2)[C:5](=[O:8])[C:6]=1[CH3:7], predict the reactants needed to synthesize it. The reactants are: [Cl:1][C:2]1[CH:3]([OH:16])[N:4]([C:9]2[CH:13]=[C:12](I)[N:11]([CH3:15])[N:10]=2)[C:5](=[O:8])[C:6]=1[CH3:7].[CH3:17][C:18]1([CH3:29])[C:22](C)(C)OB(C=C(C)C)O1.[F-].[Cs+].ClCCl. (10) Given the product [O:27]1[C:23]2[CH:22]=[CH:21][C:20]([C:18](=[O:19])[CH2:17][CH2:16][C:15]([NH:14][C:4]3[CH:3]=[C:2]([C:65]4[CH:66]=[CH:67][C:62]([OH:61])=[C:63]([O:77][CH3:78])[CH:64]=4)[CH:7]=[C:6]([C:8]4[CH:13]=[CH:12][CH:11]=[CH:10][CH:9]=4)[N:5]=3)=[O:29])=[CH:28][C:24]=2[CH2:25][CH2:26]1, predict the reactants needed to synthesize it. The reactants are: Cl[C:2]1[CH:7]=[C:6]([C:8]2[CH:13]=[CH:12][CH:11]=[CH:10][CH:9]=2)[N:5]=[C:4]([NH:14][C:15](=[O:29])[CH2:16][CH2:17][C:18]([C:20]2[CH:21]=[CH:22][C:23]3[O:27][CH2:26][CH2:25][C:24]=3[CH:28]=2)=[O:19])[CH:3]=1.C1(C2C=CC=CC=2)C=CC=CC=1P(C1CCCCC1)C1CCCCC1.C(=O)([O-])[O-].[K+].[K+].[OH:61][C:62]1[CH:67]=[CH:66][C:65](B2OC(C)(C)C(C)(C)O2)=[CH:64][C:63]=1[O:77][CH3:78].